From a dataset of Peptide-MHC class I binding affinity with 185,985 pairs from IEDB/IMGT. Regression. Given a peptide amino acid sequence and an MHC pseudo amino acid sequence, predict their binding affinity value. This is MHC class I binding data. (1) The peptide sequence is VTIGECPKY. The MHC is HLA-B39:01 with pseudo-sequence HLA-B39:01. The binding affinity (normalized) is 0.0847. (2) The peptide sequence is GRNSRFPDK. The MHC is HLA-B44:02 with pseudo-sequence HLA-B44:02. The binding affinity (normalized) is 0.0847. (3) The peptide sequence is QSFEEVSAR. The MHC is HLA-A01:01 with pseudo-sequence HLA-A01:01. The binding affinity (normalized) is 0.0847. (4) The peptide sequence is RKAGVNQAK. The MHC is HLA-B08:01 with pseudo-sequence HLA-B08:01. The binding affinity (normalized) is 0.0847. (5) The peptide sequence is FLLRHYYNK. The MHC is HLA-A03:01 with pseudo-sequence HLA-A03:01. The binding affinity (normalized) is 0.816.